From a dataset of Drug-target binding data from BindingDB using IC50 measurements. Regression. Given a target protein amino acid sequence and a drug SMILES string, predict the binding affinity score between them. We predict pIC50 (pIC50 = -log10(IC50 in M); higher means more potent). Dataset: bindingdb_ic50. (1) The small molecule is O=C(c1nc2ccccn2c1CNCC1OCCc2ccccc21)N1CCOCC1. The target protein (Q96RJ0) has sequence MMPFCHNIINISCVKNNWSNDVRASLYSLMVLIILTTLVGNLIVIVSISHFKQLHTPTNWLIHSMATVDFLLGCLVMPYSMVRSAEHCWYFGEVFCKIHTSTDIMLSSASIFHLSFISIDRYYAVCDPLRYKAKMNILVICVMIFISWSVPAVFAFGMIFLELNFKGAEEIYYKHVHCRGGCSVFFSKISGVLTFMTSFYIPGSIMLCVYYRIYLIAKEQARLISDANQKLQIGLEMKNGISQSKERKAVKTLGIVMGVFLICWCPFFICTVMDPFLHYIIPPTLNDVLIWFGYLNSTFNPMVYAFFYPWFRKALKMMLFGKIFQKDSSRCKLFLELSS. The pIC50 is 5.0. (2) The small molecule is O=C(Cc1ccc(Br)cc1)N[C@H]1CCOC1=O. The target protein (P33905) has sequence MQHWLDKLTDLAAIEGDECILKTGLADIADHFGFTGYAYLHIQHRHITAVTNYHRQWQSTYFDKKFEALDPVVKRARSRKHIFTWSGEHERPTLSKDERAFYDHASDFGIRSGITIPIKTANGFMSMFTMASDKPVIDLDREIDAVAAAATIGQIHARISFLRTTPTAEDAAWLDPKEATYLRWIAVGKTMEEIADVEGVKYNSVRVKLREAMKRFDVRSKAHLTALAIRRKLI. The pIC50 is 6.6. (3) The drug is C[C@@H]1O[C@H]1C[C@H](N)C(=O)O. The target protein (P18298) has sequence MNGQLNGFHEAFIEEGTFLFTSESVGEGHPDKICDQINDAVLDAHLQQDPDAKVACETVAKTGMILLAGEITSRAAIDYQKVVREAIKHIGYDDSSKGFDYKTCNVLVALEQQSPDIAQGVHLDRNEEDIGAGDQGLMFGYATDETEECMPLTIVLAHKLNAKLAELRRNGTLPWLRPDSKTQVTVQYMQDRGAVIPIRVHTIVISVQHDEEVCLDEMRDALKEKLIKAVVPAKYLDEDTIYHLQPSGRFVIGGPQGDAGLTGRKIIVDTYGGWGAHGGGAFSGKDYTKVDRSAAYAARWVAKSLVKGGLCRRVLVQVSYAIGVSHPLSISIFHYGTSQKSERELLEIVKNNFDLRPGVIVRDLDLKKPIYQRTAAYGHFGRDSFPWEVPKKLKY. The pIC50 is 4.0. (4) The drug is CC[C@H](C)[C@H](NC(=O)[C@H](C)NC(=O)[C@H](CCCNC(=N)N)NC(=O)OCc1ccccc1)[C@@H](O)CC(=O)NC1CCCCC1. The target protein sequence is MNNYFLRKENFFILFCFVFVSIFFVSNVTIIKCNNVENKIDNVGKKIENVGKKIGDMENKNDNVENKNDNVGNKNDNVKNASSDLYKYKLYGDIDEYAYYFLDIDIGKPSQRISLILDTGSSSLSFPCNGCKDCGIHMEKPYNLNYSKTSSILYCNKSNCPYGLKCVGNKCEYLQSYCEGSQIYGFYFSDIVTLPSYNNKNKISFEKLMGCHMHEESLFLHQQATGVLGFSLTKPNGVPTFVDLLFKHTPSLKPIYSICVSEHGGELIIGGYEPDYFLSNQKEKQKMDKSDNNSSNKGNVSIKLKNNDKNDDEENNSKDVIVSNNVEDIVWQAITRKYYYYIKIYGLDLYGTNIMDKKELDMLVDSGSTFTHIPENIYNQINYYLDILCIHDMTNIYEINKRLKLTNESLNKPLVYFEDFKTALKNIIQNENLCIKIVDGVQCWKSLENLPNLYITLSNNYKMIWKPSSYLYKKESFWCKGLEKQVNNKPILGLTFFKNK.... The pIC50 is 4.7.